Dataset: Peptide-MHC class I binding affinity with 185,985 pairs from IEDB/IMGT. Task: Regression. Given a peptide amino acid sequence and an MHC pseudo amino acid sequence, predict their binding affinity value. This is MHC class I binding data. The peptide sequence is SDQKFVDVI. The MHC is HLA-B45:01 with pseudo-sequence HLA-B45:01. The binding affinity (normalized) is 0.101.